Dataset: Experimentally validated miRNA-target interactions with 360,000+ pairs, plus equal number of negative samples. Task: Binary Classification. Given a miRNA mature sequence and a target amino acid sequence, predict their likelihood of interaction. (1) The miRNA is hsa-miR-3652 with sequence CGGCUGGAGGUGUGAGGA. The protein sequence of the target gene is MEIPAPEPEKTALSSQDPALSLKENLEDISGWGLPEARSKESVSFKDVAVDFTQEEWGQLDSPQRALYRDVMLENYQNLLALGPPLHKPDVISHLERGEEPWSMQREVPRGPCPEWELKAVPSQQQGICKEEPAQEPIMERPLGGAQAWGRQAGALQRSQAAPWAPAPAMVWDVPVEEFPLRCPLFAQQRVPEGGPLLDTRKNVQATEGRTKAPARLCAGENASTPSEPEKFPQVRRQRGAGAGEGEFVCGECGKAFRQSSSLTLHRRWHSREKAYKCDECGKAFTWSTNLLEHRRIHTG.... Result: 1 (interaction). (2) The miRNA is hsa-miR-548av-5p with sequence AAAAGUACUUGCGGAUUU. The protein sequence of the target gene is MRLKIGFILRSLLVVGSFLGLVVLWSSLTPRPDDPSPLSRMREDRDVNDPMPNRGGNGLAPGEDRFKPVVPWPHVEGVEVDLESIRRINKAKNEQEHHAGGDSQKDIMQRQYLTFKPQTFTYHDPVLRPGILGNFEPKEPEPPGVVGGPGEKAKPLVLGPEFKQAIQASIKEFGFNMVASDMISLDRSVNDLRQEECKYWHYDENLLTSSVVIVFHNEGWSTLMRTVHSVIKRTPRKYLAEIVLIDDFSNKEHLKEKLDEYIKLWNGLVKVFRNERREGLIQARSIGAQKAKLGQVLIYL.... Result: 1 (interaction). (3) The miRNA is mmu-miR-1193-5p with sequence UGGUAGACCGGUGACGUACA. The protein sequence of the target gene is MLSRAACSTSRRLVPALSVLGSRQKHSLPDLPYDYGALEPHINAQIMQLHHSKHHAAYVNNLNVAEEKYREALEKGDVTAQIALQPALKFNGGGHINHSIFWTNLSPNGGGEPQGELLEAIKRDFGSFAKFKEKLTAVSVGVQGSGWGWLGFNKEQGRLQIAACSNQDPLQGTTGLIPLLGIDVWEHAYYLQYKNVRPDYLKAIWNVINWENVTARYTACSK. Result: 0 (no interaction).